Dataset: Catalyst prediction with 721,799 reactions and 888 catalyst types from USPTO. Task: Predict which catalyst facilitates the given reaction. (1) The catalyst class is: 64. Product: [N+:2]([CH:5]1[CH:10]2[CH:6]1[CH2:7][N:8]([C:16]([O:15][C:12]([CH3:14])([CH3:13])[CH3:11])=[O:17])[CH2:9]2)([O-:4])=[O:3]. Reactant: Cl.[N+:2]([CH:5]1[CH:10]2[CH:6]1[CH2:7][NH:8][CH2:9]2)([O-:4])=[O:3].[CH3:11][C:12]([O:15][C:16](O[C:16]([O:15][C:12]([CH3:14])([CH3:13])[CH3:11])=[O:17])=[O:17])([CH3:14])[CH3:13].CCN(CC)CC. (2) Reactant: [CH3:1][O:2][C:3]1[C:4]([C:9](OC)=[O:10])=[N:5][CH:6]=[CH:7][N:8]=1.[H-].C([Al+]CC(C)C)C(C)C. Product: [CH3:1][O:2][C:3]1[C:4]([CH:9]=[O:10])=[N:5][CH:6]=[CH:7][N:8]=1. The catalyst class is: 11. (3) Reactant: C(OC([N:8]1[C:16]2[C:11](=[CH:12][CH:13]=[C:14]([Cl:17])[CH:15]=2)/[C:10](=[CH:18]/[C:19]2[CH:24]=[C:23]([Cl:25])[CH:22]=[CH:21][C:20]=2[O:26][C:27]([C:30]([O:32][CH2:33][CH3:34])=[O:31])([CH3:29])[CH3:28])/[C:9]1=[O:35])=O)(C)(C)C.[Cl:36][C:37]1[CH:38]=[CH:39][C:40]([O:52][CH3:53])=[C:41]([CH:43]=[N:44][C:45]([O:47][Si](C)(C)C)=[CH2:46])[CH:42]=1. Product: [Cl:17][C:14]1[CH:15]=[C:16]2[NH:8][C:9](=[O:35])[C:10]3([CH:18]([C:19]4[CH:24]=[C:23]([Cl:25])[CH:22]=[CH:21][C:20]=4[O:26][C:27]([C:30]([O:32][CH2:33][CH3:34])=[O:31])([CH3:29])[CH3:28])[CH2:47][C:45](=[O:46])[NH:44][CH:43]3[C:41]3[CH:42]=[C:37]([Cl:36])[CH:38]=[CH:39][C:40]=3[O:52][CH3:53])[C:11]2=[CH:12][CH:13]=1. The catalyst class is: 11. (4) Reactant: Cl.[Cl:2][C:3]1[C:4]([N:9]([C@@H:29]2[CH2:34][CH2:33][CH2:32][NH:31][CH2:30]2)[C:10]([C:12]2[CH:17]=[CH:16][C:15]([C:18]3[CH:19]=[N:20][N:21]([CH3:28])[C:22]=3[C:23]([O:25]CC)=[O:24])=[CH:14][CH:13]=2)=[O:11])=[N:5][CH:6]=[CH:7][CH:8]=1.[OH-].[Na+].O. Product: [Cl:2][C:3]1[C:4]([N:9]([C@@H:29]2[CH2:34][CH2:33][CH2:32][NH:31][CH2:30]2)[C:10]([C:12]2[CH:13]=[CH:14][C:15]([C:18]3[CH:19]=[N:20][N:21]([CH3:28])[C:22]=3[C:23]([OH:25])=[O:24])=[CH:16][CH:17]=2)=[O:11])=[N:5][CH:6]=[CH:7][CH:8]=1. The catalyst class is: 1.